This data is from NCI-60 drug combinations with 297,098 pairs across 59 cell lines. The task is: Regression. Given two drug SMILES strings and cell line genomic features, predict the synergy score measuring deviation from expected non-interaction effect. (1) Drug 1: CC1=C(N=C(N=C1N)C(CC(=O)N)NCC(C(=O)N)N)C(=O)NC(C(C2=CN=CN2)OC3C(C(C(C(O3)CO)O)O)OC4C(C(C(C(O4)CO)O)OC(=O)N)O)C(=O)NC(C)C(C(C)C(=O)NC(C(C)O)C(=O)NCCC5=NC(=CS5)C6=NC(=CS6)C(=O)NCCC[S+](C)C)O. Drug 2: CC1=C(C(=O)C2=C(C1=O)N3CC4C(C3(C2COC(=O)N)OC)N4)N. Cell line: COLO 205. Synergy scores: CSS=44.8, Synergy_ZIP=-1.74, Synergy_Bliss=-2.00, Synergy_Loewe=2.23, Synergy_HSA=2.89. (2) Drug 1: CN1CCC(CC1)COC2=C(C=C3C(=C2)N=CN=C3NC4=C(C=C(C=C4)Br)F)OC. Drug 2: CC1=CC2C(CCC3(C2CCC3(C(=O)C)OC(=O)C)C)C4(C1=CC(=O)CC4)C. Cell line: RXF 393. Synergy scores: CSS=3.05, Synergy_ZIP=-1.10, Synergy_Bliss=1.56, Synergy_Loewe=-11.2, Synergy_HSA=-2.48. (3) Drug 1: CC1=C(N=C(N=C1N)C(CC(=O)N)NCC(C(=O)N)N)C(=O)NC(C(C2=CN=CN2)OC3C(C(C(C(O3)CO)O)O)OC4C(C(C(C(O4)CO)O)OC(=O)N)O)C(=O)NC(C)C(C(C)C(=O)NC(C(C)O)C(=O)NCCC5=NC(=CS5)C6=NC(=CS6)C(=O)NCCC[S+](C)C)O. Drug 2: C(CN)CNCCSP(=O)(O)O. Cell line: SK-MEL-5. Synergy scores: CSS=26.7, Synergy_ZIP=-6.22, Synergy_Bliss=-2.10, Synergy_Loewe=-31.6, Synergy_HSA=-3.28. (4) Drug 1: CCC(=C(C1=CC=CC=C1)C2=CC=C(C=C2)OCCN(C)C)C3=CC=CC=C3.C(C(=O)O)C(CC(=O)O)(C(=O)O)O. Drug 2: C(CCl)NC(=O)N(CCCl)N=O. Cell line: BT-549. Synergy scores: CSS=13.6, Synergy_ZIP=-3.21, Synergy_Bliss=0.0921, Synergy_Loewe=-15.5, Synergy_HSA=0.922. (5) Drug 1: COC1=C(C=C2C(=C1)N=CN=C2NC3=CC(=C(C=C3)F)Cl)OCCCN4CCOCC4. Drug 2: C1=NC2=C(N1)C(=S)N=CN2. Cell line: NCI/ADR-RES. Synergy scores: CSS=29.1, Synergy_ZIP=-12.5, Synergy_Bliss=-14.4, Synergy_Loewe=-10.8, Synergy_HSA=-9.33.